This data is from Catalyst prediction with 721,799 reactions and 888 catalyst types from USPTO. The task is: Predict which catalyst facilitates the given reaction. (1) Reactant: [N:1]([CH:4]([C:6]1[N:7]=[C:8]2[S:20][CH:19]=[C:18]([CH3:21])[N:9]2[C:10](=[O:17])[C:11]=1[C:12]1[N:13]=[CH:14][S:15][CH:16]=1)[CH3:5])=[N+]=[N-].CP(C)C.C(OCC)(=O)C. Product: [NH2:1][CH:4]([C:6]1[N:7]=[C:8]2[S:20][CH:19]=[C:18]([CH3:21])[N:9]2[C:10](=[O:17])[C:11]=1[C:12]1[N:13]=[CH:14][S:15][CH:16]=1)[CH3:5]. The catalyst class is: 30. (2) Reactant: [NH2:1][C:2]([C:4]1[CH:9]=[CH:8][C:7]([NH:10][CH:11]2[CH2:16][CH2:15][N:14]([C:17]([O:19][C:20]([CH3:23])([CH3:22])[CH3:21])=[O:18])[CH2:13][CH2:12]2)=[CH:6][CH:5]=1)=[O:3].[Cl:24]N1C(=O)CCC1=O. Product: [NH2:1][C:2]([C:4]1[CH:9]=[CH:8][C:7]([NH:10][CH:11]2[CH2:12][CH2:13][N:14]([C:17]([O:19][C:20]([CH3:23])([CH3:22])[CH3:21])=[O:18])[CH2:15][CH2:16]2)=[C:6]([Cl:24])[CH:5]=1)=[O:3]. The catalyst class is: 41. (3) Reactant: [C:1]1([C:28]2[CH:33]=[CH:32][CH:31]=[CH:30][CH:29]=2)[CH:6]=[CH:5][C:4]([C:7]2[N:12]=[C:11]3[CH:13]=[C:14]([C:24]([OH:26])=[O:25])[N:15]([CH2:16][O:17]CC[Si](C)(C)C)[C:10]3=[CH:9][C:8]=2[Cl:27])=[CH:3][CH:2]=1.Cl. Product: [C:1]1([C:28]2[CH:29]=[CH:30][CH:31]=[CH:32][CH:33]=2)[CH:6]=[CH:5][C:4]([C:7]2[N:12]=[C:11]3[CH:13]=[C:14]([C:24]([OH:26])=[O:25])[N:15]([CH2:16][OH:17])[C:10]3=[CH:9][C:8]=2[Cl:27])=[CH:3][CH:2]=1. The catalyst class is: 1. (4) Reactant: [Cl:1][C:2]1[CH:23]=[C:22]([Cl:24])[CH:21]=[CH:20][C:3]=1[CH2:4][NH:5][C:6]([C:8]1[C:9]([O:16][CH:17]([CH3:19])[CH3:18])=[N:10][N:11]([CH2:13][CH2:14][OH:15])[CH:12]=1)=[O:7].[CH2:25]([C:27]1[C:28](O)=[C:29]([CH2:33][C:34]([O:36]C)=[O:35])[CH:30]=[CH:31][CH:32]=1)[CH3:26].C(P(CCCC)CCCC)CCC.N(C(N1CCCCC1)=O)=NC(N1CCCCC1)=O. Product: [Cl:1][C:2]1[CH:23]=[C:22]([Cl:24])[CH:21]=[CH:20][C:3]=1[CH2:4][NH:5][C:6]([C:8]1[C:9]([O:16][CH:17]([CH3:19])[CH3:18])=[N:10][N:11]([CH2:13][CH2:14][O:15][C:28]2[C:27]([CH2:25][CH3:26])=[CH:32][CH:31]=[CH:30][C:29]=2[CH2:33][C:34]([OH:36])=[O:35])[CH:12]=1)=[O:7]. The catalyst class is: 7. (5) Reactant: [C:1]([O:5][C:6]([N:8]1[C:12]2([CH2:17][CH2:16][CH2:15][NH:14][CH2:13]2)[CH2:11][CH2:10][CH2:9]1)=[O:7])([CH3:4])([CH3:3])[CH3:2].Cl[C:19]1[C:20]2[CH:27]=[CH:26][NH:25][C:21]=2[N:22]=[CH:23][N:24]=1.C(=O)([O-])[O-].[K+].[K+]. Product: [C:1]([O:5][C:6]([N:8]1[C:12]2([CH2:17][CH2:16][CH2:15][N:14]([C:19]3[C:20]4[CH:27]=[CH:26][NH:25][C:21]=4[N:22]=[CH:23][N:24]=3)[CH2:13]2)[CH2:11][CH2:10][CH2:9]1)=[O:7])([CH3:4])([CH3:2])[CH3:3]. The catalyst class is: 6.